From a dataset of HIV replication inhibition screening data with 41,000+ compounds from the AIDS Antiviral Screen. Binary Classification. Given a drug SMILES string, predict its activity (active/inactive) in a high-throughput screening assay against a specified biological target. The drug is CCOC(=O)COc1ccc(OCC(=O)OCC)c2c1C(=O)CCCC2=O. The result is 0 (inactive).